Dataset: Forward reaction prediction with 1.9M reactions from USPTO patents (1976-2016). Task: Predict the product of the given reaction. (1) Given the reactants [F:1][C:2]1[CH:7]=[C:6]([CH2:8][C:9]2[CH:10]=[N:11][CH:12]=[C:13]([CH:18]=2)[C:14]([O:16]C)=[O:15])[CH:5]=[CH:4][N:3]=1.O.[OH-].[Li+], predict the reaction product. The product is: [F:1][C:2]1[CH:7]=[C:6]([CH2:8][C:9]2[CH:10]=[N:11][CH:12]=[C:13]([CH:18]=2)[C:14]([O-:16])=[O:15])[CH:5]=[CH:4][N:3]=1.[NH4+:3]. (2) Given the reactants [N+:1]([C:4]1[CH:5]=[CH:6][C:7]([CH:10]=O)=[N:8][CH:9]=1)([O-:3])=[O:2].[CH3:12][O:13][C@H:14]1[CH2:18][CH2:17][N:16](CC2N=CC(N)=CC=2)[CH2:15]1.CO[C@H]1CCNC1.C(O)(=O)C.C(O[BH-](OC(=O)C)OC(=O)C)(=O)C.[Na+].C([O-])(O)=O.[Na+], predict the reaction product. The product is: [CH3:12][O:13][C@H:14]1[CH2:18][CH2:17][N:16]([CH2:10][C:7]2[CH:6]=[CH:5][C:4]([N+:1]([O-:3])=[O:2])=[CH:9][N:8]=2)[CH2:15]1. (3) Given the reactants [F:1][C:2]([F:13])([F:12])[C:3]1[CH:11]=[CH:10][C:6]([C:7]([NH2:9])=[S:8])=[CH:5][CH:4]=1.Br[CH2:15][C:16](=O)[C:17]([O:19][CH2:20][CH3:21])=[O:18], predict the reaction product. The product is: [CH2:20]([O:19][C:17]([C:16]1[N:9]=[C:7]([C:6]2[CH:10]=[CH:11][C:3]([C:2]([F:1])([F:12])[F:13])=[CH:4][CH:5]=2)[S:8][CH:15]=1)=[O:18])[CH3:21]. (4) Given the reactants [CH3:1][N:2]([CH2:4][C:5]1[S:6][CH:7]=[C:8]([C:10]([O:12]CC)=[O:11])[N:9]=1)[CH3:3].[OH-].[Li+], predict the reaction product. The product is: [CH3:3][N:2]([CH2:4][C:5]1[S:6][CH:7]=[C:8]([C:10]([OH:12])=[O:11])[N:9]=1)[CH3:1].